Dataset: hERG potassium channel inhibition data for cardiac toxicity prediction from Karim et al.. Task: Regression/Classification. Given a drug SMILES string, predict its toxicity properties. Task type varies by dataset: regression for continuous values (e.g., LD50, hERG inhibition percentage) or binary classification for toxic/non-toxic outcomes (e.g., AMES mutagenicity, cardiotoxicity, hepatotoxicity). Dataset: herg_karim. (1) The molecule is Oc1ccc(Cl)c2c1CNC(CN1CCC3(CCc4ccccc43)CC1)C2. The result is 1 (blocker). (2) The molecule is Nc1ncnc2ccccc12. The result is 0 (non-blocker). (3) The molecule is CO[C@H]1CN(CCn2c(=O)ccc3ccc(C#N)cc32)CC[C@H]1NCc1ccc2c(n1)NC(=O)CO2. The result is 0 (non-blocker). (4) The compound is Cc1ccc2c(-c3cnc4[nH]cc(C(=O)NC(C)(C)CO)c4n3)nn(CCCN(C)C)c2c1. The result is 0 (non-blocker). (5) The compound is Cc1nsc(-c2nnc3n2CCN(C(=O)c2cc(F)c(F)c(F)c2F)[C@@H]3C)n1. The result is 0 (non-blocker). (6) The result is 1 (blocker). The compound is CC(C)N1CCN(Cc2cnc(-c3ccc(C(=O)Nc4ccccc4N)cc3)c(Cl)c2)CC1. (7) The drug is COc1cnccc1C1CCC(N2CC(NC(=O)CNC(=O)c3cccc(C(F)(F)F)c3)C2)CC1. The result is 1 (blocker).